From a dataset of Catalyst prediction with 721,799 reactions and 888 catalyst types from USPTO. Predict which catalyst facilitates the given reaction. (1) Reactant: [C:1]([O:9]CC)(=O)[C:2]1[CH:7]=[CH:6][CH:5]=[CH:4][CH:3]=1.C(O)C.O.[NH2:16][NH2:17].O. Product: [C:1]([NH:16][NH2:17])(=[O:9])[C:2]1[CH:7]=[CH:6][CH:5]=[CH:4][CH:3]=1. The catalyst class is: 13. (2) Reactant: [Si]([O:8][CH2:9][CH2:10][CH2:11][CH2:12][N:13]1[C:22]2[C:17](=[CH:18][CH:19]=[C:20]([O:23][CH3:24])[CH:21]=2)[N:16]=[CH:15][C:14]1=[O:25])(C(C)(C)C)(C)C.[F-].C([N+](CCCC)(CCCC)CCCC)CCC. Product: [OH:8][CH2:9][CH2:10][CH2:11][CH2:12][N:13]1[C:22]2[C:17](=[CH:18][CH:19]=[C:20]([O:23][CH3:24])[CH:21]=2)[N:16]=[CH:15][C:14]1=[O:25]. The catalyst class is: 54. (3) Reactant: [Cl:1][CH2:2][CH2:3][CH2:4][CH:5]([C:9]1[CH:14]=[CH:13][C:12]([F:15])=[CH:11][CH:10]=1)[C:6]([OH:8])=O.I.[CH3:17][C:18]1[N:25]2[C:21]([O:22][C:23]([C:26]3[CH:31]=[CH:30][C:29]([NH:32][C:33]([S:35][CH3:36])=[NH:34])=[CH:28][CH:27]=3)=[N:24]2)=[CH:20][N:19]=1.CCN=C=NCCCN(C)C.OP=O.CCN(C(C)C)C(C)C. Product: [Cl:1][CH2:2][CH2:3][CH2:4][CH:5]([C:9]1[CH:14]=[CH:13][C:12]([F:15])=[CH:11][CH:10]=1)[C:6](/[N:34]=[C:33](\[S:35][CH3:36])/[NH:32][C:29]1[CH:30]=[CH:31][C:26]([C:23]2[O:22][C:21]3=[CH:20][N:19]=[C:18]([CH3:17])[N:25]3[N:24]=2)=[CH:27][CH:28]=1)=[O:8]. The catalyst class is: 18. (4) Reactant: [Cl:1][C:2]1[CH:7]=[CH:6][C:5]([CH2:8][NH:9][C:10]([C:12]2[NH:13][C:14]3[C:19]([CH:20]=2)=[CH:18][CH:17]=[C:16]([NH:21][C:22](=[O:30])[CH2:23][CH2:24][O:25]C(C)(C)C)[CH:15]=3)=[O:11])=[C:4]([F:31])[C:3]=1[O:32][C:33]1[CH:38]=[C:37]([C:39]#[N:40])[CH:36]=[C:35]([Cl:41])[CH:34]=1. Product: [Cl:1][C:2]1[CH:7]=[CH:6][C:5]([CH2:8][NH:9][C:10]([C:12]2[NH:13][C:14]3[C:19]([CH:20]=2)=[CH:18][CH:17]=[C:16]([NH:21][C:22](=[O:30])[CH2:23][CH2:24][OH:25])[CH:15]=3)=[O:11])=[C:4]([F:31])[C:3]=1[O:32][C:33]1[CH:38]=[C:37]([C:39]#[N:40])[CH:36]=[C:35]([Cl:41])[CH:34]=1. The catalyst class is: 89. (5) Reactant: [CH3:1][C:2]([C:12]1[CH:22]=[CH:21][C:20]([F:23])=[CH:19][C:13]=1[CH2:14][O:15]C(=O)C)([CH3:11])[CH2:3][C@:4]1([C:7]([F:10])([F:9])[F:8])[CH2:6][O:5]1.[Li].[OH-].[Na+].Cl.[CH2:28]1COC[CH2:29]1. The catalyst class is: 16. Product: [F:23][C:20]1[CH:21]=[CH:22][C:12]([C:2]([CH3:11])([CH3:1])[CH2:3][C@@:4]([C:7]([F:10])([F:8])[F:9])([OH:5])[CH2:6][C:28]#[CH:29])=[C:13]([CH2:14][OH:15])[CH:19]=1. (6) Reactant: [CH2:1]([O:4][C:5]([N:7]1[CH2:12][CH2:11][N:10]([C:13](=[O:29])[CH:14]([NH:18]C(OCC2C=CC=CC=2)=O)[CH:15]([F:17])[CH3:16])[CH2:9][CH2:8]1)=[O:6])[CH2:2][CH3:3]. Product: [CH2:1]([O:4][C:5]([N:7]1[CH2:12][CH2:11][N:10]([C:13](=[O:29])[CH:14]([NH2:18])[CH:15]([F:17])[CH3:16])[CH2:9][CH2:8]1)=[O:6])[CH2:2][CH3:3]. The catalyst class is: 29.